This data is from Peptide-MHC class II binding affinity with 134,281 pairs from IEDB. The task is: Regression. Given a peptide amino acid sequence and an MHC pseudo amino acid sequence, predict their binding affinity value. This is MHC class II binding data. (1) The peptide sequence is VDAAFKVAATAANAAPANDK. The MHC is HLA-DQA10101-DQB10501 with pseudo-sequence HLA-DQA10101-DQB10501. The binding affinity (normalized) is 0.0445. (2) The peptide sequence is KTKEGVLYVGSKTKE. The MHC is DRB3_0202 with pseudo-sequence DRB3_0202. The binding affinity (normalized) is 0.156. (3) The peptide sequence is INENTAAAIAYGLDR. The MHC is HLA-DQA10501-DQB10301 with pseudo-sequence HLA-DQA10501-DQB10301. The binding affinity (normalized) is 0.690. (4) The peptide sequence is IAATAANAAPTNDKF. The MHC is DRB1_1201 with pseudo-sequence DRB1_1201. The binding affinity (normalized) is 0.108.